This data is from Full USPTO retrosynthesis dataset with 1.9M reactions from patents (1976-2016). The task is: Predict the reactants needed to synthesize the given product. Given the product [Br:15][CH2:2][C:1]([C:4]1[CH:9]=[CH:8][C:7]([NH:10][C:11](=[O:13])[CH3:12])=[CH:6][C:5]=1[F:14])=[O:3], predict the reactants needed to synthesize it. The reactants are: [C:1]([C:4]1[CH:9]=[CH:8][C:7]([NH:10][C:11](=[O:13])[CH3:12])=[CH:6][C:5]=1[F:14])(=[O:3])[CH3:2].[Br:15]Br.